The task is: Predict the reactants needed to synthesize the given product.. This data is from Full USPTO retrosynthesis dataset with 1.9M reactions from patents (1976-2016). (1) The reactants are: [N:1]1([C:8]2[C:9]([C:22]3[S:26][C:25]4[CH:27]=[CH:28][CH:29]=[CH:30][C:24]=4[CH:23]=3)=[N:10][C:11]3[C:16]([N:17]=2)=[CH:15][C:14]([C:18]([O:20]C)=[O:19])=[CH:13][CH:12]=3)[CH2:7][CH2:6][CH2:5][CH2:4][CH2:3][CH2:2]1.[OH-].[Na+].Cl. Given the product [N:1]1([C:8]2[C:9]([C:22]3[S:26][C:25]4[CH:27]=[CH:28][CH:29]=[CH:30][C:24]=4[CH:23]=3)=[N:10][C:11]3[C:16]([N:17]=2)=[CH:15][C:14]([C:18]([OH:20])=[O:19])=[CH:13][CH:12]=3)[CH2:2][CH2:3][CH2:4][CH2:5][CH2:6][CH2:7]1, predict the reactants needed to synthesize it. (2) Given the product [F:8][C:6]1[CH:5]=[C:4]([C:9]2[CH:10]=[CH:11][C:12]3[N:13]([C:15]([CH2:18][NH:19][C:20]4[C:29]5[C:24](=[CH:25][C:26]([C:30]6([F:50])[CH2:35][CH2:34][NH:33][CH2:32][CH2:31]6)=[CH:27][N:28]=5)[N:23]=[CH:22][CH:21]=4)=[N:16][N:17]=3)[N:14]=2)[CH:3]=[C:2]([F:1])[CH:7]=1, predict the reactants needed to synthesize it. The reactants are: [F:1][C:2]1[CH:3]=[C:4]([C:9]2[CH:10]=[CH:11][C:12]3[N:13]([C:15]([CH2:18][NH:19][C:20]4[CH:21]=[CH:22][N:23]=[C:24]5[C:29]=4[N:28]=[CH:27][C:26]([C:30]4(O)[CH2:35][CH2:34][N:33](C(OC(C)(C)C)=O)[CH2:32][CH2:31]4)=[CH:25]5)=[N:16][N:17]=3)[N:14]=2)[CH:5]=[C:6]([F:8])[CH:7]=1.CCN(S(F)(F)[F:50])CC.C(O)(C(F)(F)F)=O.